From a dataset of Forward reaction prediction with 1.9M reactions from USPTO patents (1976-2016). Predict the product of the given reaction. (1) Given the reactants [CH:1]12[O:6][CH:5]1[CH2:4][N:3]([C:7]([O:9][CH2:10][C:11]1[CH:16]=[CH:15][CH:14]=[CH:13][CH:12]=1)=[O:8])[CH2:2]2.N1C=CC=CC=1.[FH:23], predict the reaction product. The product is: [F:23][C@H:1]1[C@H:5]([OH:6])[CH2:4][N:3]([C:7]([O:9][CH2:10][C:11]2[CH:16]=[CH:15][CH:14]=[CH:13][CH:12]=2)=[O:8])[CH2:2]1. (2) Given the reactants [Br:1][C:2]1[CH:3]=[C:4]([OH:9])[CH:5]=[C:6]([Br:8])[CH:7]=1.C(=O)([O-])[O-].[K+].[K+].S(OCC)(O[CH2:20][CH3:21])(=O)=O, predict the reaction product. The product is: [Br:1][C:2]1[CH:3]=[C:4]([O:9][CH2:20][CH3:21])[CH:5]=[C:6]([Br:8])[CH:7]=1. (3) Given the reactants [F:1][C:2]1[C:9]([CH:10]=[O:11])=[CH:8][CH:7]=[C:6]([I:12])[C:3]=1[C:4]#[N:5].[BH4-].[Na+].CC(C)=O, predict the reaction product. The product is: [F:1][C:2]1[C:9]([CH2:10][OH:11])=[CH:8][CH:7]=[C:6]([I:12])[C:3]=1[C:4]#[N:5]. (4) Given the reactants [OH-].[Na+].[CH:3](=O)[C:4]1[CH:9]=[CH:8][CH:7]=[CH:6][CH:5]=1.[CH3:11][C:12]([CH3:14])=[O:13], predict the reaction product. The product is: [C:4]1(/[CH:3]=[CH:11]/[C:12](=[O:13])/[CH:14]=[CH:3]/[C:4]2[CH:9]=[CH:8][CH:7]=[CH:6][CH:5]=2)[CH:9]=[CH:8][CH:7]=[CH:6][CH:5]=1. (5) Given the reactants [F:1][C:2]1[CH:3]=[CH:4][C:5]([O:29]O)=[C:6]([C:8]([CH3:28])([CH3:27])[CH2:9][C:10]([C:23]([F:26])([F:25])[F:24])([OH:22])[CH2:11][NH:12][C:13]2[CH:21]=[CH:20][CH:19]=[C:18]3[C:14]=2[CH:15]=[CH:16][NH:17]3)[CH:7]=1.[F:31][C:32]1[N:37]=[CH:36][C:35](B(O)O)=[CH:34][CH:33]=1, predict the reaction product. The product is: [F:1][C:2]1[CH:3]=[CH:4][C:5]([OH:29])=[C:6]([C:8]([CH3:28])([CH3:27])[CH2:9][C:10]([C:23]([F:26])([F:25])[F:24])([OH:22])[CH2:11][NH:12][C:13]2[CH:21]=[CH:20][CH:19]=[C:18]3[C:14]=2[CH:15]=[CH:16][N:17]3[C:35]2[CH:36]=[N:37][C:32]([F:31])=[CH:33][CH:34]=2)[CH:7]=1.